This data is from NCI-60 drug combinations with 297,098 pairs across 59 cell lines. The task is: Regression. Given two drug SMILES strings and cell line genomic features, predict the synergy score measuring deviation from expected non-interaction effect. (1) Drug 1: CC1=CC=C(C=C1)C2=CC(=NN2C3=CC=C(C=C3)S(=O)(=O)N)C(F)(F)F. Drug 2: CC(C)CN1C=NC2=C1C3=CC=CC=C3N=C2N. Cell line: SN12C. Synergy scores: CSS=-0.403, Synergy_ZIP=-0.378, Synergy_Bliss=-2.46, Synergy_Loewe=-3.59, Synergy_HSA=-1.61. (2) Drug 2: C(CN)CNCCSP(=O)(O)O. Synergy scores: CSS=39.1, Synergy_ZIP=3.55, Synergy_Bliss=2.66, Synergy_Loewe=-11.0, Synergy_HSA=2.98. Drug 1: CC(CN1CC(=O)NC(=O)C1)N2CC(=O)NC(=O)C2. Cell line: NCI-H460. (3) Drug 1: CC1=C2C(C(=O)C3(C(CC4C(C3C(C(C2(C)C)(CC1OC(=O)C(C(C5=CC=CC=C5)NC(=O)OC(C)(C)C)O)O)OC(=O)C6=CC=CC=C6)(CO4)OC(=O)C)O)C)O. Drug 2: CC1C(C(CC(O1)OC2CC(CC3=C2C(=C4C(=C3O)C(=O)C5=CC=CC=C5C4=O)O)(C(=O)C)O)N)O. Cell line: UACC62. Synergy scores: CSS=66.4, Synergy_ZIP=-4.52, Synergy_Bliss=-3.63, Synergy_Loewe=0.352, Synergy_HSA=1.06. (4) Synergy scores: CSS=32.7, Synergy_ZIP=-0.618, Synergy_Bliss=-1.73, Synergy_Loewe=-16.1, Synergy_HSA=0.179. Drug 1: C1CC(=O)NC(=O)C1N2CC3=C(C2=O)C=CC=C3N. Drug 2: C1=CC(=C2C(=C1NCCNCCO)C(=O)C3=C(C=CC(=C3C2=O)O)O)NCCNCCO. Cell line: MCF7. (5) Drug 1: C1CCC(C(C1)N)N.C(=O)(C(=O)[O-])[O-].[Pt+4]. Drug 2: CC1CCCC2(C(O2)CC(NC(=O)CC(C(C(=O)C(C1O)C)(C)C)O)C(=CC3=CSC(=N3)C)C)C. Cell line: MALME-3M. Synergy scores: CSS=29.4, Synergy_ZIP=-5.57, Synergy_Bliss=-6.19, Synergy_Loewe=-2.97, Synergy_HSA=-0.799.